Dataset: NCI-60 drug combinations with 297,098 pairs across 59 cell lines. Task: Regression. Given two drug SMILES strings and cell line genomic features, predict the synergy score measuring deviation from expected non-interaction effect. Synergy scores: CSS=9.48, Synergy_ZIP=-8.73, Synergy_Bliss=-5.60, Synergy_Loewe=-19.1, Synergy_HSA=-9.40. Drug 1: C1CN1P(=S)(N2CC2)N3CC3. Drug 2: COCCOC1=C(C=C2C(=C1)C(=NC=N2)NC3=CC=CC(=C3)C#C)OCCOC.Cl. Cell line: LOX IMVI.